Predict which catalyst facilitates the given reaction. From a dataset of Catalyst prediction with 721,799 reactions and 888 catalyst types from USPTO. (1) Reactant: [CH:1]([C:3]1[C:12](=[O:13])[C:11]2[C:6](=[CH:7][CH:8]=[CH:9][CH:10]=2)[O:5][CH:4]=1)=O.[CH3:14][O:15][C:16]([C:18]#[C:19][C:20]([O:22][CH3:23])=[O:21])=[O:17].C1(P(C2C=CC=CC=2)C2C=CC=CC=2)C=CC=CC=1.[CH3:43][O:44][C:45]1[CH:56]=[C:55]2[C:48]([NH:49][CH:50]=[C:51]2[CH2:52][CH2:53][NH2:54])=[CH:47][CH:46]=1. Product: [CH3:14][O:15][C:16]([C:18]1[C:19]2([C:20]([O:22][CH3:23])=[O:21])[N:54]([CH2:53][CH2:52][C:51]3[C:55]4[C:48](=[CH:47][CH:46]=[C:45]([O:44][CH3:43])[CH:56]=4)[NH:49][C:50]=32)[CH:4]=[C:3]([C:12](=[O:13])[C:11]2[CH:10]=[CH:9][CH:8]=[CH:7][C:6]=2[OH:5])[CH:1]=1)=[O:17]. The catalyst class is: 11. (2) Reactant: [CH:1]1([CH2:4][O:5][C:6]2[CH:11]=[C:10]([O:12][CH3:13])[C:9]([F:14])=[CH:8][C:7]=2[C:15]2[C:16]3[NH:23][C:22]([CH3:24])=[C:21]([C:25]([OH:27])=O)[C:17]=3[N:18]=[CH:19][N:20]=2)[CH2:3][CH2:2]1.CCN(C(C)C)C(C)C.[NH2:37][C@H:38]([C@@H:68]([C:70]1[CH:75]=[CH:74][CH:73]=[CH:72][CH:71]=1)[CH3:69])[C:39]([N:41]1[CH2:46][CH2:45][CH:44]([N:47]2[N:56]=[C:55]([C:57]3[CH:62]=[CH:61][C:60]([O:63][CH3:64])=[C:59]([O:65][CH3:66])[CH:58]=3)[C@@H:54]3[C@@H:49]([CH2:50][CH2:51][CH2:52][CH2:53]3)[C:48]2=[O:67])[CH2:43][CH2:42]1)=[O:40].CCOC(C(C#N)=NOC(N1CCOCC1)=[N+](C)C)=O.F[P-](F)(F)(F)(F)F.C(=O)(O)[O-].[Na+]. Product: [CH:1]1([CH2:4][O:5][C:6]2[CH:11]=[C:10]([O:12][CH3:13])[C:9]([F:14])=[CH:8][C:7]=2[C:15]2[C:16]3[NH:23][C:22]([CH3:24])=[C:21]([C:25]([NH:37][C@H:38]([C@@H:68]([C:70]4[CH:71]=[CH:72][CH:73]=[CH:74][CH:75]=4)[CH3:69])[C:39]([N:41]4[CH2:42][CH2:43][CH:44]([N:47]5[N:56]=[C:55]([C:57]6[CH:62]=[CH:61][C:60]([O:63][CH3:64])=[C:59]([O:65][CH3:66])[CH:58]=6)[C@@H:54]6[C@@H:49]([CH2:50][CH2:51][CH2:52][CH2:53]6)[C:48]5=[O:67])[CH2:45][CH2:46]4)=[O:40])=[O:27])[C:17]=3[N:18]=[CH:19][N:20]=2)[CH2:2][CH2:3]1. The catalyst class is: 2. (3) Product: [CH3:1][C:2]1([CH3:33])[CH2:11][CH:10]=[C:9]([C:12]2[CH:13]=[C:14]([CH3:19])[CH:15]=[C:16]([CH3:18])[CH:17]=2)[C:8]2[CH:7]=[C:6]([CH:20]=[CH:21][C:22]3[CH:23]=[CH:24][C:25]([C:26]([OH:28])=[O:27])=[CH:31][CH:32]=3)[CH:5]=[CH:4][C:3]1=2. Reactant: [CH3:1][C:2]1([CH3:33])[CH2:11][CH:10]=[C:9]([C:12]2[CH:17]=[C:16]([CH3:18])[CH:15]=[C:14]([CH3:19])[CH:13]=2)[C:8]2[CH:7]=[C:6]([C:20]#[C:21][C:22]3[CH:32]=[CH:31][C:25]([C:26]([O:28]CC)=[O:27])=[CH:24][CH:23]=3)[CH:5]=[CH:4][C:3]1=2.[OH-].[Na+].Cl. The catalyst class is: 301. (4) Reactant: Cl.Cl.[CH3:3][O:4][CH2:5][CH2:6][N:7]1[CH2:11][C@@H:10]([C:12]2[CH:17]=[CH:16][CH:15]=[CH:14][CH:13]=2)[C@H:9]([NH2:18])[CH2:8]1.CCN(C(C)C)C(C)C.[C:28]([C:32]1[CH:36]=[C:35]([NH:37][C:38](=O)[O:39]C2C=CC=CC=2)[N:34]([C:47]2[CH:52]=[CH:51][CH:50]=[CH:49][CH:48]=2)[N:33]=1)([CH3:31])([CH3:30])[CH3:29]. Product: [C:28]([C:32]1[CH:36]=[C:35]([NH:37][C:38]([NH:18][C@H:9]2[C@H:10]([C:12]3[CH:17]=[CH:16][CH:15]=[CH:14][CH:13]=3)[CH2:11][N:7]([CH2:6][CH2:5][O:4][CH3:3])[CH2:8]2)=[O:39])[N:34]([C:47]2[CH:52]=[CH:51][CH:50]=[CH:49][CH:48]=2)[N:33]=1)([CH3:31])([CH3:29])[CH3:30]. The catalyst class is: 44. (5) Reactant: [CH3:1][O:2][C:3]1[C:11]([O:12][CH3:13])=[CH:10][CH:9]=[CH:8][C:4]=1[C:5]([OH:7])=O.ClCCl.C(N(CC)CC)C.C(N1C=CN=C1)(N1C=CN=C1)=O.Cl.[CH3:37][O:38][NH:39][CH3:40]. The catalyst class is: 277. Product: [CH3:37][O:38][N:39]([CH3:40])[C:5](=[O:7])[C:4]1[CH:8]=[CH:9][CH:10]=[C:11]([O:12][CH3:13])[C:3]=1[O:2][CH3:1]. (6) Reactant: Cl.FC1C=C(C=CC=1)CN1C=C(C2C3C(=NC=C(C4C=CC(C5CCNCC5)=CC=4)C=3)N(S(C3C=CC(C)=CC=3)(=O)=O)C=2)C=N1.[F:46][C:47]1[CH:52]=[C:51]([C:53]2[CH:54]=[C:55]3[C:61]([C:62]4[C:63]([CH3:75])=[N:64][N:65]([CH2:67][C:68]5[CH:73]=[CH:72][CH:71]=[C:70]([F:74])[CH:69]=5)[CH:66]=4)=[CH:60][N:59](S(C4C=CC(C)=CC=4)(=O)=O)[C:56]3=[N:57][CH:58]=2)[CH:50]=[CH:49][C:48]=1[CH:86]1[CH2:91][CH2:90][N:89]([C:92]([O:94][C:95]([CH3:98])([CH3:97])[CH3:96])=[O:93])[CH2:88][CH2:87]1.[OH-].[Li+]. Product: [F:46][C:47]1[CH:52]=[C:51]([C:53]2[CH:54]=[C:55]3[C:61]([C:62]4[C:63]([CH3:75])=[N:64][N:65]([CH2:67][C:68]5[CH:73]=[CH:72][CH:71]=[C:70]([F:74])[CH:69]=5)[CH:66]=4)=[CH:60][NH:59][C:56]3=[N:57][CH:58]=2)[CH:50]=[CH:49][C:48]=1[CH:86]1[CH2:91][CH2:90][N:89]([C:92]([O:94][C:95]([CH3:98])([CH3:97])[CH3:96])=[O:93])[CH2:88][CH2:87]1. The catalyst class is: 87. (7) Reactant: [CH3:1][O:2][C:3]([CH:5]([CH2:12][CH2:13][CH2:14][CH2:15][CH2:16][CH2:17][CH2:18][CH2:19][CH2:20][CH2:21][CH2:22][CH3:23])[C:6](=[O:11])[C:7]([O:9][CH3:10])=[O:8])=[O:4].[H-].[Na+].Br[Se:27][C:28]1[CH:33]=[CH:32][CH:31]=[CH:30][CH:29]=1.O. Product: [C:28]1([Se:27][C:5]([C:3]([O:2][CH3:1])=[O:4])([CH2:12][CH2:13][CH2:14][CH2:15][CH2:16][CH2:17][CH2:18][CH2:19][CH2:20][CH2:21][CH2:22][CH3:23])[C:6](=[O:11])[C:7]([O:9][CH3:10])=[O:8])[CH:33]=[CH:32][CH:31]=[CH:30][CH:29]=1. The catalyst class is: 1. (8) Reactant: [CH:1]([C:4]1[CH:13]=[CH:12][C:7]([C:8]([O:10]C)=[O:9])=[C:6]([O:14][CH2:15][CH:16]2[CH2:21][CH2:20][CH2:19][N:18]([C:22]([O:24][C:25]([CH3:28])([CH3:27])[CH3:26])=[O:23])[CH2:17]2)[CH:5]=1)([CH3:3])[CH3:2].O[Li].O. Product: [C:25]([O:24][C:22]([N:18]1[CH2:19][CH2:20][CH2:21][CH:16]([CH2:15][O:14][C:6]2[CH:5]=[C:4]([CH:1]([CH3:3])[CH3:2])[CH:13]=[CH:12][C:7]=2[C:8]([OH:10])=[O:9])[CH2:17]1)=[O:23])([CH3:28])([CH3:27])[CH3:26]. The catalyst class is: 20.